This data is from Peptide-MHC class II binding affinity with 134,281 pairs from IEDB. The task is: Regression. Given a peptide amino acid sequence and an MHC pseudo amino acid sequence, predict their binding affinity value. This is MHC class II binding data. (1) The peptide sequence is GLALSHLNAMSKVRK. The MHC is DRB1_1101 with pseudo-sequence DRB1_1101. The binding affinity (normalized) is 0.808. (2) The peptide sequence is VDAAFKVAATAANAAPANDK. The MHC is HLA-DQA10501-DQB10201 with pseudo-sequence HLA-DQA10501-DQB10201. The binding affinity (normalized) is 0.325. (3) The peptide sequence is RFDTNGDGKISLSEL. The MHC is HLA-DQA10104-DQB10503 with pseudo-sequence HLA-DQA10104-DQB10503. The binding affinity (normalized) is 0. (4) The peptide sequence is GTVANGVLQTFMRMA. The MHC is H-2-IAb with pseudo-sequence H-2-IAb. The binding affinity (normalized) is 0.371. (5) The peptide sequence is DFNEMILLTMKNKAW. The MHC is DRB1_1101 with pseudo-sequence DRB1_1101. The binding affinity (normalized) is 0.778. (6) The MHC is HLA-DQA10501-DQB10301 with pseudo-sequence HLA-DQA10501-DQB10301. The peptide sequence is IVYIKPAKNIYSFNE. The binding affinity (normalized) is 0.557. (7) The peptide sequence is KAAVAAAASVPAADK. The MHC is HLA-DPA10103-DPB10401 with pseudo-sequence HLA-DPA10103-DPB10401. The binding affinity (normalized) is 0.0431.